Predict the reactants needed to synthesize the given product. From a dataset of Full USPTO retrosynthesis dataset with 1.9M reactions from patents (1976-2016). (1) Given the product [C:15]([NH:23][C:24]1[CH:36]=[C:35](/[CH:37]=[CH:38]/[C:2]2[CH:7]=[CH:6][CH:5]=[C:4]([OH:8])[CH:3]=2)[CH:34]=[CH:33][C:25]=1[C:26]([OH:28])=[O:27])(=[O:22])[C:16]1[CH:17]=[CH:18][CH:19]=[CH:20][CH:21]=1, predict the reactants needed to synthesize it. The reactants are: I[C:2]1[CH:3]=[C:4]([OH:8])[CH:5]=[CH:6][CH:7]=1.C(=O)([O-])[O-].[Cs+].[Cs+].[C:15]([NH:23][C:24]1[CH:36]=[C:35]([CH:37]=[CH2:38])[CH:34]=[CH:33][C:25]=1[C:26]([O:28]C(C)(C)C)=[O:27])(=[O:22])[C:16]1[CH:21]=[CH:20][CH:19]=[CH:18][CH:17]=1.C(O)(=O)CC(CC(O)=O)(C(O)=O)O. (2) Given the product [CH3:25][Si:24]([C:22]#[C:23][C:2]1[N:6]2[N:7]=[C:8]([C:11]3[CH:21]=[CH:20][C:14]([C:15]([O:17][CH2:18][CH3:19])=[O:16])=[CH:13][CH:12]=3)[CH:9]=[CH:10][C:5]2=[N:4][CH:3]=1)([CH3:27])[CH3:26], predict the reactants needed to synthesize it. The reactants are: I[C:2]1[N:6]2[N:7]=[C:8]([C:11]3[CH:21]=[CH:20][C:14]([C:15]([O:17][CH2:18][CH3:19])=[O:16])=[CH:13][CH:12]=3)[CH:9]=[CH:10][C:5]2=[N:4][CH:3]=1.[C:22]([Si:24]([CH3:27])([CH3:26])[CH3:25])#[CH:23].CCN(C(C)C)C(C)C. (3) Given the product [Br:1][C:2]1[N:7]=[C:6](/[CH:8]=[C:9](\[C:24]#[N:25])/[C:10]([NH:12][CH:13]([C:17]2[CH:22]=[CH:21][C:20]([O:23][CH3:28])=[CH:19][CH:18]=2)[CH2:14][CH2:15][CH3:16])=[O:11])[CH:5]=[CH:4][CH:3]=1.[Br:1][C:2]1[N:7]=[C:6](/[CH:8]=[C:9](/[C:24]#[N:25])\[C:10]([NH:12][CH:13]([C:17]2[CH:22]=[CH:39][C:38]([O:37][CH3:34])=[CH:19][CH:18]=2)[CH2:14][CH2:15][CH3:16])=[O:11])[CH:5]=[CH:4][CH:3]=1, predict the reactants needed to synthesize it. The reactants are: [Br:1][C:2]1[N:7]=[C:6]([CH:8]=[C:9]([C:24]#[N:25])[C:10]([NH:12][CH:13]([C:17]2[CH:22]=[CH:21][C:20]([OH:23])=[CH:19][CH:18]=2)[CH2:14][CH2:15][CH3:16])=[O:11])[CH:5]=[CH:4][CH:3]=1.CI.[C:28](=O)([O-])[O-].[K+].[K+].[C:34]([O:37][CH2:38][CH3:39])(=O)C. (4) The reactants are: [N:1]1[CH:6]=[CH:5][CH:4]=[CH:3][C:2]=1[NH2:7].[CH3:8][O:9][C:10]1[N:15]=[C:14]([C:16](OC)=[O:17])[CH:13]=[CH:12][CH:11]=1. Given the product [CH3:8][O:9][C:10]1[N:15]=[C:14]([C:16]([NH:7][C:2]2[CH:3]=[CH:4][CH:5]=[CH:6][N:1]=2)=[O:17])[CH:13]=[CH:12][CH:11]=1, predict the reactants needed to synthesize it. (5) The reactants are: Br[CH2:2][C:3]1[CH:4]=[C:5](CN(CC)CC)C=[CH:7][C:8]=1[Cl:9].[CH3:16][C:17]1[N:22]=[C:21]([SH:23])[N:20]=[C:19]([OH:24])[CH:18]=1.[CH2:25]([N:27]([CH2:30][CH3:31])[CH2:28][CH3:29])[CH3:26]. Given the product [Cl:9][C:8]1[CH:7]=[C:26]([CH2:25][N:27]([CH2:30][CH3:31])[CH2:28][CH3:29])[CH:5]=[CH:4][C:3]=1[CH2:2][S:23][C:21]1[N:20]=[C:19]([OH:24])[CH:18]=[C:17]([CH3:16])[N:22]=1, predict the reactants needed to synthesize it. (6) Given the product [S:1]1[C:9]2[CH:8]=[CH:7][N:6]=[CH:5][C:4]=2[N:3]=[C:2]1[CH2:10][NH2:12], predict the reactants needed to synthesize it. The reactants are: [S:1]1[C:9]2[CH:8]=[CH:7][N:6]=[CH:5][C:4]=2[N:3]=[C:2]1[CH2:10]O.[NH:12]1C2=NC=CC=C2C(CN)=C1. (7) Given the product [OH:37][CH2:38][CH2:39][NH:40][C:9]([C:11]1[CH:12]=[C:13]2[C:17](=[CH:18][CH:19]=1)[NH:16][C:15](=[O:20])[C:14]2=[N:21][NH:22][C:23]1[CH:28]=[CH:27][C:26]([S:29](=[O:32])(=[O:31])[NH2:30])=[CH:25][CH:24]=1)=[O:10], predict the reactants needed to synthesize it. The reactants are: FC1C(O[C:9]([C:11]2[CH:12]=[C:13]3[C:17](=[CH:18][CH:19]=2)[NH:16][C:15](=[O:20])[C:14]3=[N:21][NH:22][C:23]2[CH:28]=[CH:27][C:26]([S:29](=[O:32])(=[O:31])[NH2:30])=[CH:25][CH:24]=2)=[O:10])=C(F)C(F)=C(F)C=1F.[OH:37][CH2:38][CH2:39][NH2:40].